Dataset: CYP2C19 inhibition data for predicting drug metabolism from PubChem BioAssay. Task: Regression/Classification. Given a drug SMILES string, predict its absorption, distribution, metabolism, or excretion properties. Task type varies by dataset: regression for continuous measurements (e.g., permeability, clearance, half-life) or binary classification for categorical outcomes (e.g., BBB penetration, CYP inhibition). Dataset: cyp2c19_veith. (1) The result is 1 (inhibitor). The molecule is C=CC[C@@H]1C=C[C@H](Oc2ccc(C)cc2)[C@H](COC(=O)NCc2cccc3ccccc23)O1. (2) The drug is C=CC(=O)NC(C)(C)Cc1ccccc1. The result is 1 (inhibitor). (3) The compound is C[C@@]1(C(NS(=O)(=O)c2cccc3cccnc23)c2ccc(-c3ccccc3)cc2)C[C@H]1C1CCCCC1. The result is 0 (non-inhibitor). (4) The drug is S=C(S)NCCN1CCNCC1. The result is 0 (non-inhibitor). (5) The compound is CCCC(=O)Nc1nnc(CCN2CCCCC2)s1. The result is 0 (non-inhibitor). (6) The drug is CC(C)(C)c1ccc(CN(Cc2ccco2)Cc2nnnn2C2CCCC2)cc1. The result is 1 (inhibitor).